Dataset: Full USPTO retrosynthesis dataset with 1.9M reactions from patents (1976-2016). Task: Predict the reactants needed to synthesize the given product. (1) Given the product [F:23][C:19]1[CH:20]=[CH:21][CH:22]=[C:2]([F:1])[C:3]=1[CH2:4][O:5][C:6]1[C:7]2[N:8]([C:12]([C:16]([NH:63][CH:55]3[CH2:56][C:57]4[C:62](=[CH:61][CH:60]=[CH:59][CH:58]=4)[NH:53][CH2:54]3)=[O:17])=[C:13]([CH3:15])[N:14]=2)[CH:9]=[CH:10][CH:11]=1, predict the reactants needed to synthesize it. The reactants are: [F:1][C:2]1[CH:22]=[CH:21][CH:20]=[C:19]([F:23])[C:3]=1[CH2:4][O:5][C:6]1[C:7]2[N:8]([C:12]([C:16](O)=[O:17])=[C:13]([CH3:15])[N:14]=2)[CH:9]=[CH:10][CH:11]=1.F[B-](F)(F)F.N1(O[C+](N(C)C)N(C)C)C2C=CC=CC=2N=N1.CN1CCOCC1.[NH:53]1[C:62]2[C:57](=[CH:58][CH:59]=[CH:60][CH:61]=2)[CH2:56][CH:55]([NH2:63])[CH2:54]1. (2) Given the product [NH2:20][CH2:19][CH2:18][NH:21][C:2]1[CH:7]=[CH:6][N:5]=[C:4]2[O:8][C:9]3([CH:15]4[CH2:16][CH2:17][N:12]([CH2:13][CH2:14]4)[CH2:11]3)[CH2:10][C:3]=12, predict the reactants needed to synthesize it. The reactants are: Cl[C:2]1[CH:7]=[CH:6][N:5]=[C:4]2[O:8][C:9]3([CH:15]4[CH2:16][CH2:17][N:12]([CH2:13][CH2:14]4)[CH2:11]3)[CH2:10][C:3]=12.[CH2:18]([NH2:21])[CH2:19][NH2:20]. (3) Given the product [CH3:38][C:28]1[CH:29]=[CH:30][C:31]([S:34]([O-:37])(=[O:36])=[O:35])=[CH:32][CH:33]=1.[C:1]12([C:11]3[CH:27]=[CH:26][C:14]([O:15][CH2:16][C:17]([N:19]4[CH2:24][CH2:23][NH+:22]([CH3:25])[CH2:21][CH2:20]4)=[O:18])=[CH:13][CH:12]=3)[CH2:10][CH:5]3[CH2:6][CH:7]([CH2:9][CH:3]([CH2:4]3)[CH2:2]1)[CH2:8]2, predict the reactants needed to synthesize it. The reactants are: [C:1]12([C:11]3[CH:27]=[CH:26][C:14]([O:15][CH2:16][C:17]([N:19]4[CH2:24][CH2:23][N:22]([CH3:25])[CH2:21][CH2:20]4)=[O:18])=[CH:13][CH:12]=3)[CH2:10][CH:5]3[CH2:6][CH:7]([CH2:9][CH:3]([CH2:4]3)[CH2:2]1)[CH2:8]2.[C:28]1([CH3:38])[CH:33]=[CH:32][C:31]([S:34]([OH:37])(=[O:36])=[O:35])=[CH:30][CH:29]=1. (4) Given the product [C:3]([O:10][CH2:1][C:2]1[C:3](=[CH:5][CH:6]=[CH:7][CH:8]=1)[OH:4])(=[O:4])[CH:2]=[CH2:1], predict the reactants needed to synthesize it. The reactants are: [C:1]([OH:10])(=O)[C:2]1[C:3](=[CH:5][CH:6]=[CH:7][CH:8]=1)[OH:4]. (5) Given the product [N:12]1[C:11]2[NH:15][CH:16]=[CH:17][C:10]=2[C:9]([N:3]2[CH2:2][CH:1]3[N:8]([C:55]([C:54]4[CH:53]=[CH:52][C:51]([C:50]([F:49])([F:60])[F:61])=[CH:59][CH:58]=4)=[O:56])[CH:5]([CH2:6][CH2:7]3)[CH2:4]2)=[N:14][CH:13]=1, predict the reactants needed to synthesize it. The reactants are: [CH:1]12[NH:8][CH:5]([CH2:6][CH2:7]1)[CH2:4][N:3]([C:9]1[C:10]3[CH:17]=[CH:16][NH:15][C:11]=3[N:12]=[CH:13][N:14]=1)[CH2:2]2.C(N(CC)CC)C.CN(C(ON1N=NC2C=CC=NC1=2)=[N+](C)C)C.F[P-](F)(F)(F)(F)F.[F:49][C:50]([F:61])([F:60])[C:51]1[CH:59]=[CH:58][C:54]([C:55](O)=[O:56])=[CH:53][CH:52]=1. (6) Given the product [Br:1][C:2]1[CH:3]=[C:4]2[C:5]([C:9]([C:11]3[CH:16]=[CH:15][C:14]([F:17])=[CH:13][CH:12]=3)=[CH:22][C:21](=[O:20])[O:18]2)=[CH:6][C:7]=1[CH3:8], predict the reactants needed to synthesize it. The reactants are: [Br:1][C:2]1[C:7]([CH3:8])=[CH:6][C:5]([C:9]([C:11]2[CH:16]=[CH:15][C:14]([F:17])=[CH:13][CH:12]=2)=O)=[C:4]([OH:18])[CH:3]=1.C[O:20][C:21](=O)[CH:22]=P(C1C=CC=CC=1)(C1C=CC=CC=1)C1C=CC=CC=1. (7) Given the product [C:35]([O:39][C:40](=[O:54])[NH:41][C:42]1([C:48]2[CH:49]=[CH:50][CH:51]=[CH:52][CH:53]=2)[CH2:43][CH2:44][N:45]([C:31]([C:17]2[C:18]3[C:23]([CH3:24])=[N:22][N:21]([CH:25]4[CH2:30][CH2:29][CH2:28][CH2:27][O:26]4)[C:19]=3[N:20]=[C:15]([C:12]3[CH:13]=[CH:14][C:9]([O:8][CH2:1][C:2]4[CH:7]=[CH:6][CH:5]=[CH:4][CH:3]=4)=[CH:10][C:11]=3[F:34])[CH:16]=2)=[O:32])[CH2:46][CH2:47]1)([CH3:38])([CH3:36])[CH3:37], predict the reactants needed to synthesize it. The reactants are: [CH2:1]([O:8][C:9]1[CH:14]=[CH:13][C:12]([C:15]2[CH:16]=[C:17]([C:31](O)=[O:32])[C:18]3[C:23]([CH3:24])=[N:22][N:21]([CH:25]4[CH2:30][CH2:29][CH2:28][CH2:27][O:26]4)[C:19]=3[N:20]=2)=[C:11]([F:34])[CH:10]=1)[C:2]1[CH:7]=[CH:6][CH:5]=[CH:4][CH:3]=1.[C:35]([O:39][C:40](=[O:54])[NH:41][C:42]1([C:48]2[CH:53]=[CH:52][CH:51]=[CH:50][CH:49]=2)[CH2:47][CH2:46][NH:45][CH2:44][CH2:43]1)([CH3:38])([CH3:37])[CH3:36].CCN(C(C)C)C(C)C.